This data is from Reaction yield outcomes from USPTO patents with 853,638 reactions. The task is: Predict the reaction yield, written as a fraction of the theoretical maximum amount of product (1.0 means a 100% yield; for example, 0.34 means a 34% yield). (1) The reactants are [Cl:1][C:2]1[CH:8]=[CH:7][C:5]([NH2:6])=[CH:4][C:3]=1[C:9]([F:12])([F:11])[F:10].[CH2:13]([O:15][C:16]1[C:21](=[O:22])[NH:20][CH:19]=[C:18]([C:23]2[CH:28]=[CH:27][C:26]([CH2:29][C:30](O)=[O:31])=[C:25]([F:33])[CH:24]=2)[CH:17]=1)[CH3:14].C1C=CC2N(O)N=NC=2C=1.C(Cl)CCl.CCN(CC)CC. The catalyst is CN(C=O)C. The product is [Cl:1][C:2]1[CH:8]=[CH:7][C:5]([NH:6][C:30](=[O:31])[CH2:29][C:26]2[CH:27]=[CH:28][C:23]([C:18]3[CH:17]=[C:16]([O:15][CH2:13][CH3:14])[C:21](=[O:22])[NH:20][CH:19]=3)=[CH:24][C:25]=2[F:33])=[CH:4][C:3]=1[C:9]([F:10])([F:11])[F:12]. The yield is 0.236. (2) The reactants are [CH3:1][C:2]([CH3:17])([CH3:16])[C:3]#[C:4][C:5]1[CH:10]=[C:9]([N+:11]([O-:13])=[O:12])[CH:8]=[CH:7][C:6]=1CN.CCC[CH2:21][N+:22](CCCC)(CCCC)CCCC.[F-]. The catalyst is C1COCC1. The product is [C:2]([C:3]1[N:22]([CH3:21])[C:6]2[C:5]([CH:4]=1)=[CH:10][C:9]([N+:11]([O-:13])=[O:12])=[CH:8][CH:7]=2)([CH3:1])([CH3:16])[CH3:17]. The yield is 0.990.